Dataset: TCR-epitope binding with 47,182 pairs between 192 epitopes and 23,139 TCRs. Task: Binary Classification. Given a T-cell receptor sequence (or CDR3 region) and an epitope sequence, predict whether binding occurs between them. (1) The epitope is TLIGDCATV. The TCR CDR3 sequence is CASSRALGSYNEQFF. Result: 1 (the TCR binds to the epitope). (2) The epitope is RQLLFVVEV. The TCR CDR3 sequence is CASSFSGDSYEQYF. Result: 0 (the TCR does not bind to the epitope).